Predict the reactants needed to synthesize the given product. From a dataset of Full USPTO retrosynthesis dataset with 1.9M reactions from patents (1976-2016). (1) Given the product [C:31]([O:30][C:28]([NH:27][CH:25]([C:11]1[CH:12]=[CH:13][C:14]([C:16](=[O:24])[NH:17][C:18]2[CH:23]=[CH:22][N:21]=[CH:20][CH:19]=2)=[CH:15][C:10]=1[C:8]1[CH:9]=[C:5]([C:3]([OH:4])=[O:2])[NH:6][CH:7]=1)[CH3:26])=[O:29])([CH3:32])([CH3:33])[CH3:34], predict the reactants needed to synthesize it. The reactants are: C[O:2][C:3]([C:5]1[NH:6][CH:7]=[C:8]([C:10]2[CH:15]=[C:14]([C:16](=[O:24])[NH:17][C:18]3[CH:23]=[CH:22][N:21]=[CH:20][CH:19]=3)[CH:13]=[CH:12][C:11]=2[CH:25]([NH:27][C:28]([O:30][C:31]([CH3:34])([CH3:33])[CH3:32])=[O:29])[CH3:26])[CH:9]=1)=[O:4].[Li+].[OH-]. (2) Given the product [NH2:5][C:15]1([C:1]#[N:2])[CH2:16][CH2:17][N:13]([CH2:12][CH2:11][C:10]([CH3:20])([CH3:19])[CH3:9])[CH2:14]1, predict the reactants needed to synthesize it. The reactants are: [C-:1]#[N:2].[Na+].[Cl-].[NH4+:5].N.CO.[CH3:9][C:10]([CH3:20])([CH3:19])[CH2:11][CH2:12][N:13]1[CH2:17][CH2:16][C:15](=O)[CH2:14]1.[O-]S([O-])(=O)=O.[Mg+2]. (3) Given the product [Cl:12][C:13]1[CH:14]=[C:15]([CH:16]=[O:17])[CH:18]=[C:19]([Cl:22])[C:20]=1[C:4]1[CH:5]=[CH:6][C:7]([F:8])=[C:2]([F:1])[CH:3]=1, predict the reactants needed to synthesize it. The reactants are: [F:1][C:2]1[CH:3]=[C:4](B(O)O)[CH:5]=[CH:6][C:7]=1[F:8].[Cl:12][C:13]1[CH:14]=[C:15]([CH:18]=[C:19]([Cl:22])[C:20]=1I)[CH2:16][OH:17]. (4) Given the product [F:25][C:22]([F:23])([F:24])[C:18]1[CH:17]=[C:16]([S:13]([N:12]2[C:6]3[C:7](=[N:8][CH:9]=[C:4]([NH2:1])[CH:5]=3)[CH:10]=[N:11]2)(=[O:15])=[O:14])[CH:21]=[CH:20][CH:19]=1, predict the reactants needed to synthesize it. The reactants are: [N+:1]([C:4]1[CH:5]=[C:6]2[N:12]([S:13]([C:16]3[CH:21]=[CH:20][CH:19]=[C:18]([C:22]([F:25])([F:24])[F:23])[CH:17]=3)(=[O:15])=[O:14])[N:11]=[CH:10][C:7]2=[N:8][CH:9]=1)([O-])=O. (5) Given the product [CH3:24][N:17]1[C:18]2[CH:19]=[C:20]3[N:21]=[C:9]([CH2:8][CH2:7][C:1]4[CH:6]=[CH:5][C:4]([CH3:28])=[CH:3][CH:2]=4)[NH:11][C:12]3=[CH:13][C:14]=2[C:15]([CH3:27])([CH3:26])[C:16]1=[O:25], predict the reactants needed to synthesize it. The reactants are: [C:1]1([CH2:7][CH2:8][C:9]([NH:11][C:12]2[CH:13]=[C:14]3[C:18](=[CH:19][C:20]=2[N+:21]([O-])=O)[N:17]([CH3:24])[C:16](=[O:25])[C:15]3([CH3:27])[CH3:26])=O)[CH:6]=[CH:5][CH:4]=[CH:3][CH:2]=1.[C:28](O)(=O)C. (6) Given the product [Si:48]([O:7][C@@H:6]1[C@@H:5]([CH2:8][OH:9])[O:4][C@@H:3]([N:10]2[CH:17]=[CH:16][C:14](=[O:15])[NH:13][C:11]2=[O:12])[C@@:2]1([F:1])[CH3:18])([C:51]([CH3:54])([CH3:53])[CH3:52])([CH3:50])[CH3:49], predict the reactants needed to synthesize it. The reactants are: [F:1][C@:2]1([CH3:18])[C@H:6]([OH:7])[C@@H:5]([CH2:8][OH:9])[O:4][C@H:3]1[N:10]1[CH:17]=[CH:16][C:14](=[O:15])[NH:13][C:11]1=[O:12].COC1C=CC(C(Cl)(C2C=CC=CC=2)C2C=CC(OC)=CC=2)=CC=1.N1C=CN=C1.[Si:48](Cl)([C:51]([CH3:54])([CH3:53])[CH3:52])([CH3:50])[CH3:49].FC(F)(F)C(O)=O.[OH-].[NH4+]. (7) Given the product [Cl:23][C:24]1[CH:29]=[CH:28][CH:27]=[CH:26][C:25]=1[C:30]1[NH:31][C:32](=[O:45])[C:33]2[O:38][C:37]3[CH:39]=[C:40]([OH:43])[CH:41]=[CH:42][C:36]=3[C:34]=2[N:35]=1, predict the reactants needed to synthesize it. The reactants are: OC1C=CC(OC)=CC=1C=O.OC1C=C(OC)C=CC=1C=O.[Cl:23][C:24]1[CH:29]=[CH:28][CH:27]=[CH:26][C:25]=1[C:30]1[NH:31][C:32](=[O:45])[C:33]2[O:38][C:37]3[CH:39]=[C:40]([O:43]C)[CH:41]=[CH:42][C:36]=3[C:34]=2[N:35]=1.O. (8) Given the product [Br:1][C:2]1[CH:3]=[C:4]2[C:8](=[CH:9][CH:10]=1)[N:7]([C:13]1[CH:18]=[CH:17][C:16]([F:19])=[CH:15][CH:14]=1)[CH:6]=[C:5]2[CH3:11], predict the reactants needed to synthesize it. The reactants are: [Br:1][C:2]1[CH:3]=[C:4]2[C:8](=[CH:9][CH:10]=1)[NH:7][CH:6]=[C:5]2[CH3:11].Br[C:13]1[CH:18]=[CH:17][C:16]([F:19])=[CH:15][CH:14]=1.[OH-].[K+].CCOCC. (9) Given the product [N:23]([CH2:21][C:19]1[C:18]2[C:13](=[CH:14][CH:15]=[CH:16][CH:17]=2)[CH:12]=[C:11]([N:7]2[C:8]([NH2:10])=[CH:9][C:5]([C:1]([CH3:4])([CH3:3])[CH3:2])=[N:6]2)[CH:20]=1)=[N+:24]=[N-:25], predict the reactants needed to synthesize it. The reactants are: [C:1]([C:5]1[CH:9]=[C:8]([NH2:10])[N:7]([C:11]2[CH:20]=[C:19]([CH2:21]Cl)[C:18]3[C:13](=[CH:14][CH:15]=[CH:16][CH:17]=3)[CH:12]=2)[N:6]=1)([CH3:4])([CH3:3])[CH3:2].[N-:23]=[N+:24]=[N-:25].[Na+]. (10) Given the product [Si:5]([O:18][CH:19]1[CH2:22][C:21](=[O:29])[CH2:20]1)([C:1]([CH3:3])([CH3:4])[CH3:2])([C:12]1[CH:17]=[CH:16][CH:15]=[CH:14][CH:13]=1)[C:6]1[CH:11]=[CH:10][CH:9]=[CH:8][CH:7]=1, predict the reactants needed to synthesize it. The reactants are: [C:1]([Si:5]([O:18][CH:19]1[CH2:22][C:21](S(C)=O)(SC)[CH2:20]1)([C:12]1[CH:17]=[CH:16][CH:15]=[CH:14][CH:13]=1)[C:6]1[CH:11]=[CH:10][CH:9]=[CH:8][CH:7]=1)([CH3:4])([CH3:3])[CH3:2].Cl(O)(=O)(=O)=[O:29].